This data is from Forward reaction prediction with 1.9M reactions from USPTO patents (1976-2016). The task is: Predict the product of the given reaction. (1) Given the reactants [N:1]1[C:10]2[C:5](=[CH:6][CH:7]=[C:8]([C:11]3[CH:12]=[C:13]([CH:18]=[CH:19][CH:20]=3)[C:14]([O:16]C)=[O:15])[N:9]=2)[CH:4]=[CH:3][C:2]=1[C:21]1[CH:22]=[C:23]([CH:28]=[CH:29][CH:30]=1)[C:24]([O:26]C)=[O:25], predict the reaction product. The product is: [N:1]1[C:10]2[C:5](=[CH:6][CH:7]=[C:8]([C:11]3[CH:12]=[C:13]([CH:18]=[CH:19][CH:20]=3)[C:14]([OH:16])=[O:15])[N:9]=2)[CH:4]=[CH:3][C:2]=1[C:21]1[CH:22]=[C:23]([CH:28]=[CH:29][CH:30]=1)[C:24]([OH:26])=[O:25]. (2) Given the reactants [CH3:1][N:2]1[C:10]2[C:5](=[CH:6][CH:7]=[CH:8][CH:9]=2)[C:4]([C:11]([OH:13])=O)=[N:3]1.C1C=CC2N(O)N=NC=2C=1.C(Cl)CCl.[Cl:28][C:29]1[CH:34]=[CH:33][C:32]([N+:35]([O-:37])=[O:36])=[CH:31][C:30]=1[C:38]([CH3:42])([CH3:41])[CH2:39][NH2:40], predict the reaction product. The product is: [Cl:28][C:29]1[CH:34]=[CH:33][C:32]([N+:35]([O-:37])=[O:36])=[CH:31][C:30]=1[C:38]([CH3:42])([CH3:41])[CH2:39][NH:40][C:11]([C:4]1[C:5]2[C:10](=[CH:9][CH:8]=[CH:7][CH:6]=2)[N:2]([CH3:1])[N:3]=1)=[O:13]. (3) Given the reactants [Cl:1][C:2]1[CH:3]=[C:4]([NH:10][C@H:11]([C@H:26]([OH:28])[CH3:27])[C:12]([NH:14][NH:15][C:16](=[O:25])[C:17]2[CH:22]=[CH:21][C:20]([C:23]#[N:24])=[CH:19][CH:18]=2)=[O:13])[CH:5]=[CH:6][C:7]=1[C:8]#[N:9].N1C=CN=C1.[CH3:34][C:35]([Si:38](Cl)([CH3:40])[CH3:39])([CH3:37])[CH3:36], predict the reaction product. The product is: [Si:38]([O:28][C@H:26]([CH3:27])[C@@H:11]([NH:10][C:4]1[CH:5]=[CH:6][C:7]([C:8]#[N:9])=[C:2]([Cl:1])[CH:3]=1)[C:12]([NH:14][NH:15][C:16](=[O:25])[C:17]1[CH:22]=[CH:21][C:20]([C:23]#[N:24])=[CH:19][CH:18]=1)=[O:13])([C:35]([CH3:37])([CH3:36])[CH3:34])([CH3:40])[CH3:39]. (4) Given the reactants Cl.Cl.[NH2:3][CH2:4][C:5]1[NH:6][C:7]2[C:12]([C:13](=[O:16])[C:14]=1[CH3:15])=[CH:11][CH:10]=[CH:9][CH:8]=2.C(N(CC)CC)C.[CH2:24]([N:29]=[C:30]=[O:31])[CH2:25][CH2:26][CH2:27][CH3:28], predict the reaction product. The product is: [CH3:15][C:14]1[C:13](=[O:16])[C:12]2[C:7](=[CH:8][CH:9]=[CH:10][CH:11]=2)[NH:6][C:5]=1[CH2:4][NH:3][C:30]([NH:29][CH2:24][CH2:25][CH2:26][CH2:27][CH3:28])=[O:31]. (5) Given the reactants [Cl:1][C:2]1[CH:7]=[CH:6][CH:5]=[CH:4][C:3]=1[NH:8][C:9]1[C:10]([C:19]([OH:21])=[O:20])=[CH:11][C:12]2[O:16][CH:15]=[N:14][C:13]=2[C:17]=1[F:18].C1C(=O)N([Br:29])C(=O)C1, predict the reaction product. The product is: [Br:29][C:6]1[CH:5]=[CH:4][C:3]([NH:8][C:9]2[C:10]([C:19]([OH:21])=[O:20])=[CH:11][C:12]3[O:16][CH:15]=[N:14][C:13]=3[C:17]=2[F:18])=[C:2]([Cl:1])[CH:7]=1. (6) Given the reactants Cl[C:2]([O:4][CH3:5])=[O:3].[C:6]([C:10]1[CH:15]=[C:14]([C:16]([CH3:19])([CH3:18])[CH3:17])[CH:13]=[CH:12][C:11]=1[OH:20])([CH3:9])([CH3:8])[CH3:7].CCN(CC)CC, predict the reaction product. The product is: [CH3:5][O:4][C:2](=[O:3])[O:20][C:11]1[CH:12]=[CH:13][C:14]([C:16]([CH3:19])([CH3:18])[CH3:17])=[CH:15][C:10]=1[C:6]([CH3:9])([CH3:8])[CH3:7].